Dataset: Full USPTO retrosynthesis dataset with 1.9M reactions from patents (1976-2016). Task: Predict the reactants needed to synthesize the given product. (1) Given the product [Br:1][C:2]1[CH:3]=[C:4]([NH:9][CH2:23][CH:24]2[CH2:29][CH2:28][O:27][CH2:26][CH2:25]2)[C:5]([Cl:8])=[N:6][CH:7]=1, predict the reactants needed to synthesize it. The reactants are: [Br:1][C:2]1[CH:3]=[C:4]([NH2:9])[C:5]([Cl:8])=[N:6][CH:7]=1.[H-].[Na+].CC1C=CC(S(O[CH2:23][CH:24]2[CH2:29][CH2:28][O:27][CH2:26][CH2:25]2)(=O)=O)=CC=1. (2) Given the product [CH3:30][C:31]1([CH3:33])[NH:1][C:2]2[C:15]3[C:14](=[O:16])[C:13]4[C:8]([C:7](=[O:17])[C:6]=3[CH:5]=[CH:4][C:3]=2[NH:18]1)=[CH:9][CH:10]=[CH:11][CH:12]=4, predict the reactants needed to synthesize it. The reactants are: [NH2:1][C:2]1[C:15]2[C:14](=[O:16])[C:13]3[C:8](=[CH:9][CH:10]=[CH:11][CH:12]=3)[C:7](=[O:17])[C:6]=2[CH:5]=[CH:4][C:3]=1[NH2:18].S(=O)(=O)(O)O.C(=O)([O-])[O-].[K+].[K+].[CH3:30][C:31]([CH3:33])=O.